This data is from Reaction yield outcomes from USPTO patents with 853,638 reactions. The task is: Predict the reaction yield, written as a fraction of the theoretical maximum amount of product (1.0 means a 100% yield; for example, 0.34 means a 34% yield). The reactants are CC1(C)C(C)(C)OB([C:9]2[C:10]([NH2:15])=[N:11][CH:12]=[CH:13][CH:14]=2)O1.Br[C:18]1[CH:27]=[CH:26][C:21]([C:22]([O:24][CH3:25])=[O:23])=[C:20]([CH3:28])[CH:19]=1.COCCOC.C([O-])([O-])=O.[Na+].[Na+]. The catalyst is C1C=CC(P(C2C=CC=CC=2)[C-]2C=CC=C2)=CC=1.C1C=CC(P(C2C=CC=CC=2)[C-]2C=CC=C2)=CC=1.Cl[Pd]Cl.[Fe+2].C(Cl)Cl.CCCCCCC.CCOCC. The product is [NH2:15][C:10]1[C:9]([C:18]2[CH:27]=[CH:26][C:21]([C:22]([O:24][CH3:25])=[O:23])=[C:20]([CH3:28])[CH:19]=2)=[CH:14][CH:13]=[CH:12][N:11]=1. The yield is 0.621.